From a dataset of Full USPTO retrosynthesis dataset with 1.9M reactions from patents (1976-2016). Predict the reactants needed to synthesize the given product. (1) Given the product [CH2:44]([O:43][C:41](=[O:42])[CH2:40][O:1][C@H:2]1[CH2:7][CH2:6][C@H:5]([N:8]2[C:13](=[O:14])[C:12]([CH2:15][C:16]3[CH:21]=[CH:20][C:19]([C:22]4[CH:27]=[CH:26][CH:25]=[CH:24][C:23]=4[C:28]#[N:29])=[C:18]([CH3:30])[CH:17]=3)=[C:11]([CH2:31][CH2:32][CH3:33])[N:10]3[N:34]=[C:35]([CH3:37])[N:36]=[C:9]23)[CH2:4][CH2:3]1)[CH3:45], predict the reactants needed to synthesize it. The reactants are: [OH:1][C@H:2]1[CH2:7][CH2:6][C@H:5]([N:8]2[C:13](=[O:14])[C:12]([CH2:15][C:16]3[CH:21]=[CH:20][C:19]([C:22]4[C:23]([C:28]#[N:29])=[CH:24][CH:25]=[CH:26][CH:27]=4)=[C:18]([CH3:30])[CH:17]=3)=[C:11]([CH2:31][CH2:32][CH3:33])[N:10]3[N:34]=[C:35]([CH3:37])[N:36]=[C:9]23)[CH2:4][CH2:3]1.[N+](=[CH:40][C:41]([O:43][CH2:44][CH3:45])=[O:42])=[N-].O. (2) The reactants are: [NH2:1][C:2]1[N:3]=[CH:4][C:5]([C:18]2[CH:19]=[N:20][N:21]([CH:23]3[CH2:28][CH2:27][N:26]([C:29](=[O:31])[CH3:30])[CH2:25][CH2:24]3)[CH:22]=2)=[C:6]2[CH:10]=[C:9]([C:11]3[CH:16]=[CH:15][CH:14]=[C:13]([OH:17])[CH:12]=3)[O:8][C:7]=12.C(=O)([O-])[O-].[K+].[K+].Br[CH2:39][C:40]1[CH:45]=[CH:44][CH:43]=[CH:42][N:41]=1. Given the product [NH2:1][C:2]1[N:3]=[CH:4][C:5]([C:18]2[CH:19]=[N:20][N:21]([CH:23]3[CH2:24][CH2:25][N:26]([C:29](=[O:31])[CH3:30])[CH2:27][CH2:28]3)[CH:22]=2)=[C:6]2[CH:10]=[C:9]([C:11]3[CH:16]=[CH:15][CH:14]=[C:13]([O:17][CH2:39][C:40]4[CH:45]=[CH:44][CH:43]=[CH:42][N:41]=4)[CH:12]=3)[O:8][C:7]=12, predict the reactants needed to synthesize it. (3) Given the product [Cl:32][C:33]1[C:38]([Cl:39])=[CH:37][CH:36]=[CH:35][C:34]=1[N:40]1[CH2:10][CH2:11][N:12]([CH2:15][CH2:16][CH2:17][CH2:18][O:19][C:20]2[CH:28]=[C:24]3[C:23]([CH2:52][CH2:53][NH:54][C:46]3=[O:49])=[CH:22][CH:21]=2)[CH2:13][CH2:14]1, predict the reactants needed to synthesize it. The reactants are: ClC1C(Cl)=CC=CC=1C1[CH2:14][CH2:13][N:12]([CH2:15][CH2:16][CH2:17][CH2:18][O:19][C:20]2[CH:21]=[CH:22][C:23]3SC=N[C:24]=3[CH:28]=2)[CH2:11][CH2:10]1.[Na+].[I-].Cl.[Cl:32][C:33]1[C:38]([Cl:39])=[CH:37][CH:36]=[CH:35][C:34]=1[N:40]1CCNCC1.[C:46]([O-:49])([O-])=O.[K+].[K+].[CH3:52][C:53]#[N:54].